Dataset: Human liver microsome stability data. Task: Regression/Classification. Given a drug SMILES string, predict its absorption, distribution, metabolism, or excretion properties. Task type varies by dataset: regression for continuous measurements (e.g., permeability, clearance, half-life) or binary classification for categorical outcomes (e.g., BBB penetration, CYP inhibition). Dataset: hlm. The molecule is CC(C)[C@]1(C(=O)N2C[C@@H]3C[C@H]2CN3C(=O)OC2CCCC2)CC[C@@H](NC2CCOCC2F)C1. The result is 1 (stable in human liver microsomes).